Dataset: Full USPTO retrosynthesis dataset with 1.9M reactions from patents (1976-2016). Task: Predict the reactants needed to synthesize the given product. (1) Given the product [CH3:1][N:2]1[CH:6]=[C:5]([CH2:7][CH2:8][NH:9][C:10]2[C:11]([NH2:16])=[CH:12][CH:13]=[CH:14][CH:15]=2)[N:4]=[CH:3]1, predict the reactants needed to synthesize it. The reactants are: [CH3:1][N:2]1[CH:6]=[C:5]([CH2:7][CH2:8][NH:9][C:10]2[CH:15]=[CH:14][CH:13]=[CH:12][C:11]=2[N+:16]([O-])=O)[N:4]=[CH:3]1.NC1C=CC=CC=1NCC(C)(C)CNC(=O)OC(C)(C)C. (2) Given the product [C:5]1([C@@H:11]2[CH2:13][C@H:12]2[NH2:14])[CH:10]=[CH:9][CH:8]=[CH:7][CH:6]=1, predict the reactants needed to synthesize it. The reactants are: C[O-].[Na+].Cl.[C:5]1([C@@H:11]2[CH2:13][C@H:12]2[NH2:14])[CH:10]=[CH:9][CH:8]=[CH:7][CH:6]=1. (3) The reactants are: [CH3:1][O:2][C:3]1(C2C=C(CBr)C=CC=2)[CH2:8][CH2:7][O:6][CH2:5][CH2:4]1.C(OC)(=O)C[SH:19].[CH2:23]1[CH2:33][CH2:32]N2[C:26](=NCCC2)[CH2:25][CH2:24]1.[CH2:34]1[CH2:38][O:37][CH2:36][CH2:35]1. Given the product [CH3:1][O:2][C:3]1([C:33]2[CH:32]=[C:26]([CH:35]([CH3:34])[C:36]([O:37][CH3:38])=[S:19])[CH:25]=[CH:24][CH:23]=2)[CH2:4][CH2:5][O:6][CH2:7][CH2:8]1, predict the reactants needed to synthesize it. (4) The reactants are: [NH2:1][C:2]1[CH:7]=[CH:6][C:5]([CH3:8])=[CH:4][C:3]=1[C:9]([OH:12])([CH3:11])[CH3:10].CCN(CC)CC.[C:20](Cl)(Cl)=[O:21].C1(C)C=CC=CC=1. Given the product [CH3:11][C:9]1([CH3:10])[O:12][C:20](=[O:21])[NH:1][C:2]2[CH:7]=[CH:6][C:5]([CH3:8])=[CH:4][C:3]1=2, predict the reactants needed to synthesize it. (5) Given the product [CH3:40][C:41]1([CH3:62])[CH2:46][CH2:45][CH:44]([C:47]2[S:61][C:50]3[N:51]=[C:52]([CH3:60])[N:53]=[C:54]([C:55](=[O:57])[CH3:56])[C:49]=3[CH:48]=2)[CH2:43][CH2:42]1, predict the reactants needed to synthesize it. The reactants are: ClC1C2C=C(C3CCC(C)(C)CC3)SC=2N=C(C)N=1.C([Sn](CCCC)(CCCC)C(OCC)=C)CCC.[NH4+].[Cl-].[CH3:40][C:41]1([CH3:62])[CH2:46][CH2:45][CH:44]([C:47]2[S:61][C:50]3[N:51]=[C:52]([CH3:60])[N:53]=[C:54]([C:55]([O:57]CC)=[CH2:56])[C:49]=3[CH:48]=2)[CH2:43][CH2:42]1.Cl.